Dataset: hERG Central: cardiac toxicity at 1µM, 10µM, and general inhibition. Task: Predict hERG channel inhibition at various concentrations. (1) The drug is O=C(c1ccc([N+](=O)[O-])s1)N1CCN(c2ccc(C(F)(F)F)cn2)CC1. Results: hERG_inhib (hERG inhibition (general)): blocker. (2) The drug is COc1cccc(-n2cc(CNCc3c(C(=O)N(C)C)nc4ccc(Cl)cn34)cn2)c1. Results: hERG_inhib (hERG inhibition (general)): blocker. (3) The drug is CC(C)Cn1cnc2c(c(-c3ccccc3)c(-c3ccccc3)n2Cc2ccco2)c1=N. Results: hERG_inhib (hERG inhibition (general)): blocker. (4) The compound is COc1ccc(Cl)cc1NC(=O)CN1CCN(S(=O)(=O)N2CCOCC2)CC1. Results: hERG_inhib (hERG inhibition (general)): blocker. (5) The compound is CCOc1cc(CN2CCCC(C(=O)c3cccc(C(F)(F)F)c3)C2)ccc1O. Results: hERG_inhib (hERG inhibition (general)): blocker. (6) The compound is O=C1NC(=O)C(CCc2ccncc2)(CCc2ccncc2)C(=O)N1CCc1ccccc1. Results: hERG_inhib (hERG inhibition (general)): blocker. (7) The drug is CCOC(=O)C1CCCN(Cc2nc(N)nc(Nc3ccc(Cl)cc3)n2)C1. Results: hERG_inhib (hERG inhibition (general)): blocker. (8) The molecule is COc1ccc(C(=O)NC2CC3CCCC(C2)N3Cc2ccccc2)cc1. Results: hERG_inhib (hERG inhibition (general)): blocker.